From a dataset of Forward reaction prediction with 1.9M reactions from USPTO patents (1976-2016). Predict the product of the given reaction. (1) Given the reactants Br[C:2]1[CH:3]=[C:4]2[N:10]([O:11][CH:12]([C:14]3[C:19]([Cl:20])=[CH:18][CH:17]=[C:16]([F:21])[C:15]=3[Cl:22])[CH3:13])[CH:9]=[CH:8][C:5]2=[N:6][CH:7]=1.[NH2:23][C:24]1[CH:25]=[C:26](B(O)O)[CH:27]=[CH:28][CH:29]=1, predict the reaction product. The product is: [Cl:22][C:15]1[C:16]([F:21])=[CH:17][CH:18]=[C:19]([Cl:20])[C:14]=1[CH:12]([O:11][N:10]1[C:4]2[C:5](=[N:6][CH:7]=[C:2]([C:28]3[CH:29]=[C:24]([CH:25]=[CH:26][CH:27]=3)[NH2:23])[CH:3]=2)[CH:8]=[CH:9]1)[CH3:13]. (2) Given the reactants [Cl:1][C:2]1[CH:3]=[C:4]([C:9]23[CH:14]([CH:15]=O)[CH:13]2[CH2:12][N:11]([C:17]([O:19][C:20]([CH3:23])([CH3:22])[CH3:21])=[O:18])[CH2:10]3)[CH:5]=[CH:6][C:7]=1[Cl:8].C1(=O)NC(=O)C=C1.ClC1C=C(C=CC=1Cl)N.Cl.[NH2:41][OH:42].N1C=CC=CC=1, predict the reaction product. The product is: [Cl:1][C:2]1[CH:3]=[C:4]([C:9]23[CH:14]([CH:15]=[N:41][OH:42])[CH:13]2[CH2:12][N:11]([C:17]([O:19][C:20]([CH3:23])([CH3:22])[CH3:21])=[O:18])[CH2:10]3)[CH:5]=[CH:6][C:7]=1[Cl:8].